This data is from Reaction yield outcomes from USPTO patents with 853,638 reactions. The task is: Predict the reaction yield, written as a fraction of the theoretical maximum amount of product (1.0 means a 100% yield; for example, 0.34 means a 34% yield). (1) The yield is 0.540. The reactants are [C:1](Cl)(=[O:4])[CH2:2][CH3:3].[NH:6]1[CH2:10][CH2:9][C@H:8]([OH:11])[CH2:7]1.CCN(CC)CC.C([O-])(O)=O.[Na+]. The product is [OH:11][C@H:8]1[CH2:9][CH2:10][N:6]([C:1](=[O:4])[CH2:2][CH3:3])[CH2:7]1. The catalyst is O. (2) The reactants are [CH3:1][C:2]1[C:3]([C:11]#[N:12])=[CH:4][C:5]2[N:9]=[CH:8][NH:7][C:6]=2[CH:10]=1.C1COCC1.[O:18]1[CH:23]=[CH:22][CH2:21][CH2:20][CH2:19]1.CC1C=CC(S(O)(=O)=O)=CC=1.O. The catalyst is CCOC(C)=O. The product is [CH3:1][C:2]1[C:3]([C:11]#[N:12])=[CH:4][C:5]2[N:9]=[CH:8][N:7]([CH:19]3[CH2:20][CH2:21][CH2:22][CH2:23][O:18]3)[C:6]=2[CH:10]=1. The yield is 0.600. (3) The reactants are Br[CH2:2][C:3]([C:5]1[CH:10]=[CH:9][CH:8]=[CH:7][CH:6]=1)=O.[NH2:11][C:12]([NH2:14])=[S:13]. The catalyst is CO. The product is [C:5]1([C:3]2[N:11]=[C:12]([NH2:14])[S:13][CH:2]=2)[CH:10]=[CH:9][CH:8]=[CH:7][CH:6]=1. The yield is 0.953. (4) The reactants are [CH3:1][C:2]1[CH:7]([OH:8])[CH2:6][CH2:5][C:4]([CH3:10])([CH3:9])[C:3]=1/[CH:11]=[CH:12]/[C:13](/[CH3:23])=[CH:14]\[CH:15]=[CH:16]\[C:17](\[CH3:22])=[CH:18]\[C:19]([OH:21])=[O:20].CC(OI1(OC(C)=O)(OC(C)=O)OC(=O)C2C=CC=CC1=2)=O.C([O-])(O)=O.[Na+].[O-]S([O-])=O.[Na+].[Na+]. The catalyst is C(Cl)Cl.CCOCC. The product is [CH3:1][C:2]1[C:7](=[O:8])[CH2:6][CH2:5][C:4]([CH3:9])([CH3:10])[C:3]=1/[CH:11]=[CH:12]/[C:13](/[CH3:23])=[CH:14]\[CH:15]=[CH:16]\[C:17](\[CH3:22])=[CH:18]\[C:19]([OH:21])=[O:20]. The yield is 0.900. (5) The reactants are Cl[C:2]1[N:11]=[CH:10][C:9]2[N:8]([C:12]3[CH:17]=[CH:16][CH:15]=[CH:14][CH:13]=3)[C:7](=[O:18])[CH:6]([CH3:19])[N:5]([C:20]3[CH:25]=[CH:24][CH:23]=[CH:22][CH:21]=3)[C:4]=2[N:3]=1.[NH2:26][C:27]1[CH:28]=[C:29]2[C:33](=[CH:34][CH:35]=1)[NH:32][N:31]=[CH:30]2.FC(F)(F)C(O)=O. The catalyst is C(O)C(F)(F)F.C(OCC)(=O)C. The product is [NH:32]1[C:33]2[C:29](=[CH:28][C:27]([NH:26][C:2]3[N:11]=[CH:10][C:9]4[N:8]([C:12]5[CH:17]=[CH:16][CH:15]=[CH:14][CH:13]=5)[C:7](=[O:18])[CH:6]([CH3:19])[N:5]([C:20]5[CH:25]=[CH:24][CH:23]=[CH:22][CH:21]=5)[C:4]=4[N:3]=3)=[CH:35][CH:34]=2)[CH:30]=[N:31]1. The yield is 0.400.